Dataset: Peptide-MHC class II binding affinity with 134,281 pairs from IEDB. Task: Regression. Given a peptide amino acid sequence and an MHC pseudo amino acid sequence, predict their binding affinity value. This is MHC class II binding data. The peptide sequence is GTEIKYNGEEYLILS. The MHC is DRB5_0101 with pseudo-sequence DRB5_0101. The binding affinity (normalized) is 0.189.